From a dataset of Reaction yield outcomes from USPTO patents with 853,638 reactions. Predict the reaction yield, written as a fraction of the theoretical maximum amount of product (1.0 means a 100% yield; for example, 0.34 means a 34% yield). (1) The reactants are [F:1][C:2]1[CH:10]=[C:9]2[C:5]([C:6]([C:20]3[CH:21]=[CH:22][C:23]4[N:27]=[C:26]([CH2:28][NH:29][C:30](=[O:32])[O-:31])[NH:25][C:24]=4[CH:33]=3)=[CH:7][N:8]2S(C2C=CC=CC=2)(=O)=O)=[CH:4][CH:3]=1.[OH-].[Na+]. The catalyst is CO. The product is [C:5]([O:31][C:30](=[O:32])[NH:29][CH2:28][C:26]1[NH:25][C:24]2[CH:33]=[C:20]([C:6]3[C:5]4[C:9](=[CH:10][C:2]([F:1])=[CH:3][CH:4]=4)[NH:8][CH:7]=3)[CH:21]=[CH:22][C:23]=2[N:27]=1)([CH3:9])([CH3:6])[CH3:4]. The yield is 1.00. (2) The reactants are [Cl:1][C:2]1[CH:31]=[CH:30][C:5]([CH2:6][CH2:7][NH:8][C:9]([C:11]2[CH:29]=[CH:28][C:14]([O:15][C:16]3[CH:21]=[CH:20][C:19]([CH2:22][C:23]([O:25]C)=[O:24])=[CH:18][C:17]=3[F:27])=[CH:13][CH:12]=2)=[O:10])=[CH:4][CH:3]=1.[OH-].[Na+].O. The catalyst is O1CCOCC1.C(OCC)(=O)C.Cl. The product is [Cl:1][C:2]1[CH:3]=[CH:4][C:5]([CH2:6][CH2:7][NH:8][C:9]([C:11]2[CH:12]=[CH:13][C:14]([O:15][C:16]3[CH:21]=[CH:20][C:19]([CH2:22][C:23]([OH:25])=[O:24])=[CH:18][C:17]=3[F:27])=[CH:28][CH:29]=2)=[O:10])=[CH:30][CH:31]=1. The yield is 0.480. (3) The reactants are Cl[C:2]1[C:7]([N+:8]([O-:10])=[O:9])=[CH:6][N:5]=[C:4]2[NH:11][CH:12]=[CH:13][C:3]=12.CCN(C(C)C)C(C)C.Cl.[NH2:24][C@@H:25]1[C@H:29]([CH2:30][CH3:31])[CH2:28][C@H:27]([NH:32][S:33]([CH:36]2[CH2:38][CH2:37]2)(=[O:35])=[O:34])[CH2:26]1. The catalyst is CN(C=O)C.CCOC(C)=O. The product is [CH2:30]([C@H:29]1[C@@H:25]([NH:24][C:2]2[C:7]([N+:8]([O-:10])=[O:9])=[CH:6][N:5]=[C:4]3[NH:11][CH:12]=[CH:13][C:3]=23)[CH2:26][C@@H:27]([NH:32][S:33]([CH:36]2[CH2:38][CH2:37]2)(=[O:34])=[O:35])[CH2:28]1)[CH3:31]. The yield is 0.410. (4) The reactants are [F:1][C:2]1[CH:7]=[C:6]([I:8])[CH:5]=[CH:4][C:3]=1[NH:9][C:10]1[C:19]2[C:18](=[O:20])[NH:17][CH:16]=[N:15][C:14]=2[N:13]([CH3:21])[C:12](=[O:22])[CH:11]=1.C(=O)([O-])[O-].[K+].[K+].[C:29]([O:33][CH2:34][CH2:35][O:36]N)([CH3:32])([CH3:31])[CH3:30]. The catalyst is CC(N(C)C)=O. The product is [C:29]([O:33][CH2:34][CH2:35][O:36][N:17]1[C:18](=[O:20])[C:19]2[C:10]([NH:9][C:3]3[CH:4]=[CH:5][C:6]([I:8])=[CH:7][C:2]=3[F:1])=[CH:11][C:12](=[O:22])[N:13]([CH3:21])[C:14]=2[N:15]=[CH:16]1)([CH3:32])([CH3:31])[CH3:30]. The yield is 0.120.